This data is from Reaction yield outcomes from USPTO patents with 853,638 reactions. The task is: Predict the reaction yield, written as a fraction of the theoretical maximum amount of product (1.0 means a 100% yield; for example, 0.34 means a 34% yield). (1) The reactants are [CH3:1][C:2]1[CH:7]=[CH:6][CH:5]=[CH:4][C:3]=1B(O)O.[C:11]1([C:17]2[CH:22]=[C:21](Cl)[CH:20]=[CH:19][N:18]=2)[CH:16]=[CH:15][CH:14]=[CH:13][CH:12]=1.[O-]P([O-])([O-])=O.[K+].[K+].[K+].C1(C)C=CC=CC=1. The catalyst is C1C=CC(/C=C/C(/C=C/C2C=CC=CC=2)=O)=CC=1.C1C=CC(/C=C/C(/C=C/C2C=CC=CC=2)=O)=CC=1.C1C=CC(/C=C/C(/C=C/C2C=CC=CC=2)=O)=CC=1.[Pd].[Pd].C1(P(C2CCCCC2)C2C=CC=CC=2C2C(OC)=CC=CC=2OC)CCCCC1.O. The product is [C:11]1([C:17]2[CH:22]=[C:21]([C:4]3[CH:3]=[C:2]([CH3:1])[CH:7]=[CH:6][CH:5]=3)[CH:20]=[CH:19][N:18]=2)[CH:16]=[CH:15][CH:14]=[CH:13][CH:12]=1. The yield is 0.774. (2) The reactants are Br[C:2]1[N:7]=[C:6]2[N:8]([C:12]3[CH:13]=[C:14]4[C:18](=[CH:19][CH:20]=3)[NH:17][CH:16]=[CH:15]4)[C:9](=[O:11])[NH:10][C:5]2=[N:4][CH:3]=1.[CH3:21][O:22][C:23]1[CH:24]=[C:25](B(O)O)[CH:26]=[C:27]([O:31][CH3:32])[C:28]=1[O:29][CH3:30].C([O-])([O-])=O.[Na+].[Na+]. The catalyst is CC#N.Cl[Pd](Cl)([P](C1C=CC=CC=1)(C1C=CC=CC=1)C1C=CC=CC=1)[P](C1C=CC=CC=1)(C1C=CC=CC=1)C1C=CC=CC=1. The product is [NH:17]1[C:18]2[C:14](=[CH:13][C:12]([N:8]3[C:6]4=[N:7][C:2]([C:25]5[CH:26]=[C:27]([O:31][CH3:32])[C:28]([O:29][CH3:30])=[C:23]([O:22][CH3:21])[CH:24]=5)=[CH:3][N:4]=[C:5]4[NH:10][C:9]3=[O:11])=[CH:20][CH:19]=2)[CH:15]=[CH:16]1. The yield is 0.190. (3) The reactants are [Br:1][C:2]1[CH:11]=[C:10]2[C:5]([NH:6][C@@H:7]([CH3:22])[CH2:8][N:9]2[S:12]([C:15]2[CH:21]=[CH:20][C:18]([CH3:19])=[CH:17][CH:16]=2)(=[O:14])=[O:13])=[CH:4][CH:3]=1.N1C=CC=CC=1.[C:29](Cl)(=[O:31])[CH3:30]. The catalyst is ClCCl. The product is [Br:1][C:2]1[CH:11]=[C:10]2[C:5](=[CH:4][CH:3]=1)[N:6]([C:29](=[O:31])[CH3:30])[C@@H:7]([CH3:22])[CH2:8][N:9]2[S:12]([C:15]1[CH:21]=[CH:20][C:18]([CH3:19])=[CH:17][CH:16]=1)(=[O:13])=[O:14]. The yield is 1.08. (4) The reactants are [Cl:1][C:2]1[CH:3]=[C:4]([O:23]CC=C)[C:5]([NH:8][S:9]([CH2:12][C:13]2[CH:18]=[C:17]([O:19][CH3:20])[CH:16]=[C:15]([O:21][CH3:22])[CH:14]=2)(=[O:11])=[O:10])=[N:6][CH:7]=1.ClCCl.C([O-])([O-])=O.[K+].[K+]. The catalyst is CO.C1(P(C2C=CC=CC=2)(C2C=CC([Fe]C3C=CC(P(C4C=CC=CC=4)(C4C=CC=CC=4)=O)=C3)C=2)=O)C=CC=CC=1.Cl[Pd]Cl. The product is [Cl:1][C:2]1[CH:3]=[C:4]([OH:23])[C:5]([NH:8][S:9]([CH2:12][C:13]2[CH:14]=[C:15]([O:21][CH3:22])[CH:16]=[C:17]([O:19][CH3:20])[CH:18]=2)(=[O:10])=[O:11])=[N:6][CH:7]=1. The yield is 0.300. (5) The reactants are [Br:1][C:2]1[CH:7]=[CH:6][C:5]([O:8][CH3:9])=[CH:4][C:3]=1[CH2:10]Br.[F:12][C:13]([F:23])([F:22])[C:14]1[CH:21]=[CH:20][C:17]([CH2:18][NH2:19])=[CH:16][CH:15]=1.C(N(CC)CC)C. The catalyst is CS(C)=O.C1COCC1. The product is [F:12][C:13]([F:22])([F:23])[C:14]1[CH:21]=[CH:20][C:17]([CH2:18][NH:19][CH2:10][C:3]2[CH:4]=[C:5]([O:8][CH3:9])[CH:6]=[CH:7][C:2]=2[Br:1])=[CH:16][CH:15]=1. The yield is 0.730. (6) The reactants are C[Si](C)(C)[O-].[K+:6].[CH3:7][C:8]1[O:12][C:11]([C:13]([O:15]CC)=[O:14])=[N:10][N:9]=1. The catalyst is CCOCC. The product is [CH3:7][C:8]1[O:12][C:11]([C:13]([O-:15])=[O:14])=[N:10][N:9]=1.[K+:6]. The yield is 1.00. (7) The reactants are [CH3:1][C:2]1[CH:7]=[CH:6][C:5]([CH2:8]O)=[CH:4][C:3]=1[S:10]([CH3:13])(=[O:12])=[O:11].C1(P([N:28]=[N+:29]=[N-:30])(C2C=CC=CC=2)=O)C=CC=CC=1.N12CCCN=C1CCCCC2. The catalyst is C1(C)C=CC=CC=1. The product is [N:28]([CH2:8][C:5]1[CH:6]=[CH:7][C:2]([CH3:1])=[C:3]([S:10]([CH3:13])(=[O:12])=[O:11])[CH:4]=1)=[N+:29]=[N-:30]. The yield is 0.620. (8) The reactants are [H-].[Na+].[F:3][C:4]([F:12])([F:11])[CH:5]([OH:10])[C:6]([F:9])([F:8])[F:7].Cl[C:14]1[CH:19]=[C:18]([CH3:20])[C:17]([N+:21]([O-:23])=[O:22])=[CH:16][N:15]=1.C(OCC)(=O)C. The catalyst is O1CCCC1.O. The product is [CH3:20][C:18]1[C:17]([N+:21]([O-:23])=[O:22])=[CH:16][N:15]=[C:14]([O:10][CH:5]([C:6]([F:9])([F:8])[F:7])[C:4]([F:12])([F:11])[F:3])[CH:19]=1. The yield is 0.800. (9) The reactants are [C:1]([NH:4][C:5]1[CH:14]=[CH:13][C:12]2[C:7](=[CH:8][C:9]([CH2:15]Br)=[CH:10][CH:11]=2)[N:6]=1)(=[O:3])[CH3:2].[C-:17]#[N:18].[Na+]. The catalyst is CN(C=O)C. The product is [C:1]([NH:4][C:5]1[CH:14]=[CH:13][C:12]2[C:7](=[CH:8][C:9]([CH2:15][C:17]#[N:18])=[CH:10][CH:11]=2)[N:6]=1)(=[O:3])[CH3:2]. The yield is 0.630.